Dataset: NCI-60 drug combinations with 297,098 pairs across 59 cell lines. Task: Regression. Given two drug SMILES strings and cell line genomic features, predict the synergy score measuring deviation from expected non-interaction effect. (1) Drug 1: C1=NC2=C(N1)C(=S)N=C(N2)N. Drug 2: CC1=C(N=C(N=C1N)C(CC(=O)N)NCC(C(=O)N)N)C(=O)NC(C(C2=CN=CN2)OC3C(C(C(C(O3)CO)O)O)OC4C(C(C(C(O4)CO)O)OC(=O)N)O)C(=O)NC(C)C(C(C)C(=O)NC(C(C)O)C(=O)NCCC5=NC(=CS5)C6=NC(=CS6)C(=O)NCCC[S+](C)C)O. Cell line: HCC-2998. Synergy scores: CSS=20.2, Synergy_ZIP=1.15, Synergy_Bliss=1.73, Synergy_Loewe=-0.718, Synergy_HSA=0.294. (2) Synergy scores: CSS=36.5, Synergy_ZIP=-5.02, Synergy_Bliss=-4.53, Synergy_Loewe=-1.91, Synergy_HSA=0.593. Drug 2: CCC1(CC2CC(C3=C(CCN(C2)C1)C4=CC=CC=C4N3)(C5=C(C=C6C(=C5)C78CCN9C7C(C=CC9)(C(C(C8N6C=O)(C(=O)OC)O)OC(=O)C)CC)OC)C(=O)OC)O.OS(=O)(=O)O. Drug 1: C1C(C(OC1N2C=C(C(=O)NC2=O)F)CO)O. Cell line: SW-620. (3) Drug 1: C1CC(=O)NC(=O)C1N2C(=O)C3=CC=CC=C3C2=O. Drug 2: C1CNP(=O)(OC1)N(CCCl)CCCl. Synergy scores: CSS=-2.35, Synergy_ZIP=-0.0206, Synergy_Bliss=-2.42, Synergy_Loewe=-1.24, Synergy_HSA=-3.36. Cell line: DU-145. (4) Drug 1: C1CCC(CC1)NC(=O)N(CCCl)N=O. Drug 2: CC1CCCC2(C(O2)CC(NC(=O)CC(C(C(=O)C(C1O)C)(C)C)O)C(=CC3=CSC(=N3)C)C)C. Cell line: HCT-15. Synergy scores: CSS=22.6, Synergy_ZIP=-4.21, Synergy_Bliss=5.06, Synergy_Loewe=2.85, Synergy_HSA=3.49. (5) Drug 1: COCCOC1=C(C=C2C(=C1)C(=NC=N2)NC3=CC=CC(=C3)C#C)OCCOC. Drug 2: CC1(CCCN1)C2=NC3=C(C=CC=C3N2)C(=O)N. Cell line: OVCAR3. Synergy scores: CSS=43.3, Synergy_ZIP=-0.896, Synergy_Bliss=-0.531, Synergy_Loewe=-13.5, Synergy_HSA=1.81. (6) Drug 1: COC1=NC(=NC2=C1N=CN2C3C(C(C(O3)CO)O)O)N. Drug 2: C1CN(CCN1C(=O)CCBr)C(=O)CCBr. Cell line: MALME-3M. Synergy scores: CSS=15.7, Synergy_ZIP=-2.94, Synergy_Bliss=3.31, Synergy_Loewe=6.43, Synergy_HSA=4.53.